This data is from Catalyst prediction with 721,799 reactions and 888 catalyst types from USPTO. The task is: Predict which catalyst facilitates the given reaction. (1) Reactant: [Cl:1]N1C(=O)CCC1=O.[CH3:9][CH:10]([CH3:40])[C:11]([O:13][C@@H:14]1[C@@H:18]([CH2:19][O:20][C:21](=[O:25])[CH:22]([CH3:24])[CH3:23])[O:17][C@@H:16]([N:26]2[C:30]3[N:31]=[C:32]([NH:37][CH:38]=[O:39])[N:33]=[C:34]([O:35][CH3:36])[C:29]=3[CH:28]=[CH:27]2)[CH2:15]1)=[O:12]. Product: [Cl:1][C:28]1[C:29]2[C:34]([O:35][CH3:36])=[N:33][C:32]([NH:37][CH:38]=[O:39])=[N:31][C:30]=2[N:26]([C@@H:16]2[O:17][C@H:18]([CH2:19][O:20][C:21](=[O:25])[CH:22]([CH3:23])[CH3:24])[C@@H:14]([O:13][C:11](=[O:12])[CH:10]([CH3:40])[CH3:9])[CH2:15]2)[CH:27]=1. The catalyst class is: 2. (2) Reactant: [CH3:1][C@H:2]1[C@@H:7]([N:8]([C:10]2[N:18]=[CH:17][N:16]=[C:15]3[C:11]=2[CH:12]=[CH:13][NH:14]3)[CH3:9])[CH2:6][N:5]([C:19]([CH2:21][C:22]#[N:23])=[O:20])[CH2:4][CH2:3]1.Cl.[C:25]([OH:37])(=[O:36])[CH2:26][C:27]([CH2:32][C:33]([OH:35])=[O:34])([C:29]([OH:31])=[O:30])[OH:28].N1(C2CCCCCCCCCC2)CCCN=CCCCCC1. Product: [CH3:1][C@H:2]1[C@@H:7]([N:8]([C:10]2[N:18]=[CH:17][N:16]=[C:15]3[C:11]=2[CH:12]=[CH:13][NH:14]3)[CH3:9])[CH2:6][N:5]([C:19]([CH2:21][C:22]#[N:23])=[O:20])[CH2:4][CH2:3]1.[CH2:32]([C:27]([OH:28])([C:29]([OH:31])=[O:30])[CH2:26][C:25]([OH:37])=[O:36])[C:33]([OH:35])=[O:34]. The catalyst class is: 6. (3) Reactant: [CH3:1][CH:2]([CH3:6])[C:3]([OH:5])=O.CCN(C(C)C)C(C)C.F[P-](F)(F)(F)(F)F.N1(O[P+](N(C)C)(N(C)C)N(C)C)C2C=CC=CC=2N=N1.[NH2:43][CH:44]1[CH2:49][CH2:48][CH:47]([C:50]2[O:54][N:53]=[C:52]([C:55]3[N:60]=[C:59]([N:61]([CH3:68])[C:62]4[CH:67]=[CH:66][CH:65]=[CH:64][CH:63]=4)[N:58]=[C:57]([NH2:69])[N:56]=3)[N:51]=2)[CH2:46][CH2:45]1. Product: [NH2:69][C:57]1[N:58]=[C:59]([N:61]([CH3:68])[C:62]2[CH:67]=[CH:66][CH:65]=[CH:64][CH:63]=2)[N:60]=[C:55]([C:52]2[N:51]=[C:50]([CH:47]3[CH2:48][CH2:49][CH:44]([NH:43][C:3](=[O:5])[CH:2]([CH3:6])[CH3:1])[CH2:45][CH2:46]3)[O:54][N:53]=2)[N:56]=1. The catalyst class is: 3. (4) Reactant: Br[C:2]1[C:9]([C:10]#[N:11])=[C:8]([O:12][CH:13]([CH3:15])[CH3:14])[C:7]([O:16][CH:17]([CH3:19])[CH3:18])=[CH:6][C:3]=1[C:4]#[N:5].[SH:20][C:21]1[CH:26]=[CH:25][C:24]([C:27]([N:29]2[CH2:34][CH2:33][O:32][CH2:31][CH2:30]2)=[O:28])=[CH:23][CH:22]=1.C(NC(C)C)(C)C.C1C=CC(P(C2C(OC3C(P(C4C=CC=CC=4)C4C=CC=CC=4)=CC=CC=3)=CC=CC=2)C2C=CC=CC=2)=CC=1. Product: [CH:13]([O:12][C:8]1[C:7]([O:16][CH:17]([CH3:19])[CH3:18])=[CH:6][C:3]([C:4]#[N:5])=[C:2]([S:20][C:21]2[CH:22]=[CH:23][C:24]([C:27]([N:29]3[CH2:30][CH2:31][O:32][CH2:33][CH2:34]3)=[O:28])=[CH:25][CH:26]=2)[C:9]=1[C:10]#[N:11])([CH3:15])[CH3:14]. The catalyst class is: 491.